Dataset: Reaction yield outcomes from USPTO patents with 853,638 reactions. Task: Predict the reaction yield, written as a fraction of the theoretical maximum amount of product (1.0 means a 100% yield; for example, 0.34 means a 34% yield). The reactants are [Cl:1][C:2]1[CH:9]=[CH:8][CH:7]=[CH:6][C:3]=1[CH:4]=O.[NH2:10][C:11]1[CH:19]=[C:18]([O:20][CH3:21])[CH:17]=[C:16]([O:22][CH3:23])[C:12]=1[C:13]([NH2:15])=[O:14].OS([O-])=O.[Na+].CC1C=CC(S(O)(=O)=O)=CC=1.O. The catalyst is CC(N(C)C)=O. The product is [Cl:1][C:2]1[CH:9]=[CH:8][CH:7]=[CH:6][C:3]=1[C:4]1[NH:15][C:13](=[O:14])[C:12]2[C:11](=[CH:19][C:18]([O:20][CH3:21])=[CH:17][C:16]=2[O:22][CH3:23])[N:10]=1. The yield is 0.390.